Predict the reaction yield, written as a fraction of the theoretical maximum amount of product (1.0 means a 100% yield; for example, 0.34 means a 34% yield). From a dataset of Reaction yield outcomes from USPTO patents with 853,638 reactions. (1) The reactants are [C:1]([C:5]1[CH:13]=[CH:12][C:8]([C:9]([OH:11])=O)=[C:7]([CH2:14][NH:15][C:16]2[CH:21]=[CH:20][CH:19]=[C:18]([C:22]3[N:23]=[C:24]([NH:30][C:31]4[CH:36]=[CH:35][C:34]([C:37]([N:39]5[CH2:44][CH2:43][O:42][CH2:41][CH2:40]5)=[O:38])=[CH:33][CH:32]=4)[C:25](=[O:29])[N:26]([CH3:28])[CH:27]=3)[C:17]=2[CH3:45])[CH:6]=1)([CH3:4])([CH3:3])[CH3:2].C(N(C(C)C)CC)(C)C.F[P-](F)(F)(F)(F)F.N1(O[P+](N(C)C)(N(C)C)N(C)C)C2C=CC=CC=2N=N1.O. The catalyst is CN(C=O)C.CCOC(C)=O. The product is [C:1]([C:5]1[CH:6]=[C:7]2[C:8](=[CH:12][CH:13]=1)[C:9](=[O:11])[N:15]([C:16]1[CH:21]=[CH:20][CH:19]=[C:18]([C:22]3[N:23]=[C:24]([NH:30][C:31]4[CH:36]=[CH:35][C:34]([C:37]([N:39]5[CH2:40][CH2:41][O:42][CH2:43][CH2:44]5)=[O:38])=[CH:33][CH:32]=4)[C:25](=[O:29])[N:26]([CH3:28])[CH:27]=3)[C:17]=1[CH3:45])[CH2:14]2)([CH3:3])([CH3:4])[CH3:2]. The yield is 0.480. (2) The reactants are [Br:1][C:2]1[C:3]([F:23])=[CH:4][C:5]2[N:9]=[C:8]([C@@H:10]3[CH2:14][CH2:13][CH2:12][N:11]3[C:15]([O:17][C:18]([CH3:21])([CH3:20])[CH3:19])=[O:16])[NH:7][C:6]=2[CH:22]=1.[H-].[Na+].[CH3:26][Si:27]([CH3:34])([CH3:33])[CH2:28][CH2:29][O:30][CH2:31]Cl.O. The catalyst is C1COCC1.CCOC(C)=O. The product is [Br:1][C:2]1[C:3]([F:23])=[CH:4][C:5]2[N:9]([CH2:31][O:30][CH2:29][CH2:28][Si:27]([CH3:34])([CH3:33])[CH3:26])[C:8]([C@@H:10]3[CH2:14][CH2:13][CH2:12][N:11]3[C:15]([O:17][C:18]([CH3:19])([CH3:20])[CH3:21])=[O:16])=[N:7][C:6]=2[CH:22]=1. The yield is 0.890. (3) The reactants are [O:1]1[CH2:6][CH2:5][N:4]([CH2:7][CH2:8][O:9][C:10]2[CH:15]=[CH:14][C:13]([C:16]3[CH:17]=[CH:18][C:19]([CH2:22][C:23]#N)=[N:20][CH:21]=3)=[CH:12][CH:11]=2)[CH2:3][CH2:2]1.OS(O)(=O)=O.[C:30](=O)(O)[O-:31].[Na+].C(=O)(O)[O-:36].[Na+].ClCCl. The catalyst is ClCCl.CO. The product is [O:1]1[CH2:6][CH2:5][N:4]([CH2:7][CH2:8][O:9][C:10]2[CH:15]=[CH:14][C:13]([C:16]3[CH:17]=[CH:18][C:19]([CH2:22][C:23]([O:31][CH3:30])=[O:36])=[N:20][CH:21]=3)=[CH:12][CH:11]=2)[CH2:3][CH2:2]1. The yield is 0.977. (4) The reactants are S(Cl)(Cl)=O.FC(F)(F)[C:7]1[CH:8]=[C:9]([CH:13]=[C:14](C(F)(F)F)[CH:15]=1)[C:10](O)=[O:11].CC1C=CC([NH2:27])=CC=1[N+]([O-])=O.C(N(CC)CC)C.FC(F)(F)C1C=C(C=C(C(F)(F)F)C=1)C(Cl)=O. The catalyst is C(Cl)(Cl)Cl. The product is [C:10]([NH2:27])(=[O:11])[C:9]1[CH:13]=[CH:14][CH:15]=[CH:7][CH:8]=1. The yield is 0.680. (5) The reactants are C([O:8][C:9](=[O:21])[CH2:10][C:11]1[C:16]([F:17])=[C:15]([F:18])[N:14]=[C:13]([F:19])[C:12]=1[Cl:20])C1C=CC=CC=1. The catalyst is [Pd].C1COCC1. The product is [Cl:20][C:12]1[C:13]([F:19])=[N:14][C:15]([F:18])=[C:16]([F:17])[C:11]=1[CH2:10][C:9]([OH:21])=[O:8]. The yield is 0.780. (6) The reactants are [NH2:1][C:2]1[C:7]([N+:8]([O-:10])=[O:9])=[CH:6][CH:5]=[CH:4][C:3]=1[OH:11].[F:12][C:13]([F:24])([F:23])[C:14](O[C:14](=O)[C:13]([F:24])([F:23])[F:12])=O. The catalyst is C(Cl)Cl. The product is [N+:8]([C:7]1[C:2]2[N:1]=[C:14]([C:13]([F:24])([F:23])[F:12])[O:11][C:3]=2[CH:4]=[CH:5][CH:6]=1)([O-:10])=[O:9]. The yield is 0.720. (7) The reactants are Cl.CO.CO.[Cl:6][C:7]1[CH:12]=[CH:11][N:10]=[C:9]([I:13])[C:8]=1[O:14]COC.C(N(CC)CC)C. The catalyst is ClCCl. The product is [Cl:6][C:7]1[CH:12]=[CH:11][N:10]=[C:9]([I:13])[C:8]=1[OH:14]. The yield is 0.900. (8) The reactants are [CH3:1][C:2]1[CH:3]=[C:4]([NH2:11])[C:5]2[O:9][CH:8]=[CH:7][C:6]=2[CH:10]=1.C(O)C. The catalyst is ClCCl.[C].[Pd]. The product is [CH3:1][C:2]1[CH:3]=[C:4]([NH2:11])[C:5]2[O:9][CH2:8][CH2:7][C:6]=2[CH:10]=1. The yield is 0.870. (9) No catalyst specified. The product is [C:19]1([CH2:29][CH2:30][NH:31][CH2:1][C:3]2[CH:18]=[CH:17][C:6]([O:7][C:8]3[CH:9]=[CH:10][C:11]([C:14]([NH2:16])=[O:15])=[N:12][CH:13]=3)=[CH:5][CH:4]=2)[C:28]2[C:23](=[CH:24][CH:25]=[CH:26][CH:27]=2)[CH:22]=[CH:21][CH:20]=1. The reactants are [CH:1]([C:3]1[CH:18]=[CH:17][C:6]([O:7][C:8]2[CH:9]=[CH:10][C:11]([C:14]([NH2:16])=[O:15])=[N:12][CH:13]=2)=[CH:5][CH:4]=1)=O.[C:19]1([CH2:29][CH2:30][NH2:31])[C:28]2[C:23](=[CH:24][CH:25]=[CH:26][CH:27]=2)[CH:22]=[CH:21][CH:20]=1. The yield is 0.267. (10) The reactants are [CH3:1][C:2]([OH:10])([CH3:9])[CH2:3][C:4]1[CH:5]=[N:6][NH:7][CH:8]=1.[Br:11][C:12]1[CH:17]=[CH:16][C:15](B(O)O)=[CH:14][CH:13]=1.N1C=CC=CC=1. The catalyst is ClCCCl.C([O-])(=O)C.[Cu+2].C([O-])(=O)C. The product is [Br:11][C:12]1[CH:17]=[CH:16][C:15]([N:6]2[CH:5]=[C:4]([CH2:3][C:2]([CH3:9])([OH:10])[CH3:1])[CH:8]=[N:7]2)=[CH:14][CH:13]=1. The yield is 0.540.